This data is from Full USPTO retrosynthesis dataset with 1.9M reactions from patents (1976-2016). The task is: Predict the reactants needed to synthesize the given product. (1) Given the product [Br:1][C:2]1[CH:11]=[CH:10][C:5]([O:6][CH2:7][CH2:8][O:9][CH:21]2[CH2:20][CH2:19][CH2:18][CH2:17][O:16]2)=[C:4]([C:12]([F:13])([F:14])[F:15])[CH:3]=1, predict the reactants needed to synthesize it. The reactants are: [Br:1][C:2]1[CH:11]=[CH:10][C:5]([O:6][CH2:7][CH2:8][OH:9])=[C:4]([C:12]([F:15])([F:14])[F:13])[CH:3]=1.[OH2:16].[C:17]1(C)C=[CH:21][C:20](S(O)(=O)=O)=[CH:19][CH:18]=1. (2) The reactants are: [OH:1][CH2:2][CH:3]([NH:5][C:6](=[O:12])[O:7][C:8]([CH3:11])([CH3:10])[CH3:9])[CH3:4].[OH-].[Na+].[CH2:15](Br)[CH3:16]. Given the product [CH2:15]([O:1][CH2:2][C@@H:3]([NH:5][C:6](=[O:12])[O:7][C:8]([CH3:11])([CH3:10])[CH3:9])[CH3:4])[CH3:16], predict the reactants needed to synthesize it. (3) Given the product [NH2:22][C:12]1[C:11]2[N:10]=[C:9]([OH:41])[N:8]([CH2:1][C:2]3[CH:7]=[CH:6][CH:5]=[CH:4][CH:3]=3)[C:16]=2[CH:15]=[C:14]([CH2:17][CH2:18][CH2:19][CH2:20][CH3:21])[N:13]=1, predict the reactants needed to synthesize it. The reactants are: [CH2:1]([N:8]1[C:16]2[CH:15]=[C:14]([CH2:17][CH2:18][CH2:19][CH2:20][CH3:21])[N:13]=[C:12]([N:22](CC3C=CC(OC)=CC=3)CC3C=CC(OC)=CC=3)[C:11]=2[N:10]=[C:9]1[OH:41])[C:2]1[CH:7]=[CH:6][CH:5]=[CH:4][CH:3]=1.C(=O)([O-])[O-].[Na+].[Na+]. (4) The reactants are: [F:1][C:2]([F:20])([F:19])[C:3]([NH:5][C:6]1[N:7]=[C:8]2[CH:13]=[CH:12][C:11]([C:14](OC)=[O:15])=[CH:10][N:9]2[CH:18]=1)=[O:4].[H-].[Al+3].[Li+].[H-].[H-].[H-]. Given the product [F:20][C:2]([F:1])([F:19])[C:3]([NH:5][C:6]1[N:7]=[C:8]2[CH:13]=[CH:12][C:11]([CH2:14][OH:15])=[CH:10][N:9]2[CH:18]=1)=[O:4], predict the reactants needed to synthesize it.